From a dataset of Full USPTO retrosynthesis dataset with 1.9M reactions from patents (1976-2016). Predict the reactants needed to synthesize the given product. Given the product [CH3:22][C:23]1[CH:31]=[CH:30][C:29]2[C:25](=[C:26]3[NH:32][C:6]([CH:8]4[CH2:9][CH2:10][N:11]([C:14]([O:16][C:17]([CH3:18])([CH3:19])[CH3:20])=[O:15])[CH2:12][CH2:13]4)=[CH:5][C:4](=[O:21])[N:27]3[N:28]=2)[CH:24]=1, predict the reactants needed to synthesize it. The reactants are: C(O[C:4](=[O:21])[CH2:5][C:6]([CH:8]1[CH2:13][CH2:12][N:11]([C:14]([O:16][C:17]([CH3:20])([CH3:19])[CH3:18])=[O:15])[CH2:10][CH2:9]1)=O)C.[CH3:22][C:23]1[CH:24]=[C:25]2[C:29](=[CH:30][CH:31]=1)[NH:28][N:27]=[C:26]2[NH2:32].P([O-])([O-])([O-])=O.[K+].[K+].[K+].